From a dataset of NCI-60 drug combinations with 297,098 pairs across 59 cell lines. Regression. Given two drug SMILES strings and cell line genomic features, predict the synergy score measuring deviation from expected non-interaction effect. (1) Drug 1: C1CCC(C1)C(CC#N)N2C=C(C=N2)C3=C4C=CNC4=NC=N3. Drug 2: CCCS(=O)(=O)NC1=C(C(=C(C=C1)F)C(=O)C2=CNC3=C2C=C(C=N3)C4=CC=C(C=C4)Cl)F. Cell line: SF-539. Synergy scores: CSS=6.69, Synergy_ZIP=-3.18, Synergy_Bliss=-0.885, Synergy_Loewe=-1.03, Synergy_HSA=-0.205. (2) Drug 1: COC1=C(C=C2C(=C1)N=CN=C2NC3=CC(=C(C=C3)F)Cl)OCCCN4CCOCC4. Drug 2: CCCCCOC(=O)NC1=NC(=O)N(C=C1F)C2C(C(C(O2)C)O)O. Cell line: SF-268. Synergy scores: CSS=3.89, Synergy_ZIP=-2.38, Synergy_Bliss=0.226, Synergy_Loewe=-23.3, Synergy_HSA=-2.22. (3) Drug 1: CCC1=C2CN3C(=CC4=C(C3=O)COC(=O)C4(CC)O)C2=NC5=C1C=C(C=C5)O. Drug 2: C1=NNC2=C1C(=O)NC=N2. Cell line: RPMI-8226. Synergy scores: CSS=32.3, Synergy_ZIP=-3.28, Synergy_Bliss=-4.12, Synergy_Loewe=-48.1, Synergy_HSA=-3.75. (4) Drug 2: CCC1(CC2CC(C3=C(CCN(C2)C1)C4=CC=CC=C4N3)(C5=C(C=C6C(=C5)C78CCN9C7C(C=CC9)(C(C(C8N6C=O)(C(=O)OC)O)OC(=O)C)CC)OC)C(=O)OC)O.OS(=O)(=O)O. Cell line: SR. Synergy scores: CSS=87.4, Synergy_ZIP=1.05, Synergy_Bliss=2.16, Synergy_Loewe=3.49, Synergy_HSA=6.10. Drug 1: CC(CN1CC(=O)NC(=O)C1)N2CC(=O)NC(=O)C2.